From a dataset of Catalyst prediction with 721,799 reactions and 888 catalyst types from USPTO. Predict which catalyst facilitates the given reaction. Reactant: [Cl:1][C:2]1[CH:21]=[CH:20][C:5]2[O:6][C:7]3[CH:19]=[CH:18][CH:17]=[CH:16][C:8]=3[C:9]3[CH2:13][N:12]([CH3:14])[C:11](=[O:15])[C:10]=3[C:4]=2[CH:3]=1.[Mg]. Product: [Cl:1][C:2]1[CH:21]=[CH:20][C:5]2[O:6][C:7]3[CH:19]=[CH:18][CH:17]=[CH:16][C:8]=3[C@H:9]3[CH2:13][N:12]([CH3:14])[C:11](=[O:15])[C@@H:10]3[C:4]=2[CH:3]=1. The catalyst class is: 130.